From a dataset of Reaction yield outcomes from USPTO patents with 853,638 reactions. Predict the reaction yield, written as a fraction of the theoretical maximum amount of product (1.0 means a 100% yield; for example, 0.34 means a 34% yield). (1) The reactants are [CH2:1]([O:8][C:9]1[CH:10]=[C:11]2[C:15](=[CH:16][CH:17]=1)[C:14](=[O:18])[CH2:13][CH2:12]2)[C:2]1[CH:7]=[CH:6][CH:5]=[CH:4][CH:3]=1.C[Si]([C:23]#[N:24])(C)C.[H-].[Al+3].[Li+].[H-].[H-].[H-].[OH-].[Na+]. The catalyst is C1COCC1.[I-].[Zn+2].[I-].O. The product is [NH2:24][CH2:23][C:14]1([OH:18])[C:15]2[C:11](=[CH:10][C:9]([O:8][CH2:1][C:2]3[CH:3]=[CH:4][CH:5]=[CH:6][CH:7]=3)=[CH:17][CH:16]=2)[CH2:12][CH2:13]1. The yield is 0.720. (2) The reactants are [ClH:1].[CH2:2]([C:6]1[N:7]=[C:8]([NH2:11])[NH:9][CH:10]=1)[CH2:3][C:4]#[CH:5].[N:12]([CH2:15][CH:16]=[CH:17][C:18]1[CH:23]=[CH:22][CH:21]=[CH:20][CH:19]=1)=[N+:13]=[N-:14]. No catalyst specified. The product is [ClH:1].[C:18]1([CH:17]=[CH:16][CH2:15][N:12]2[CH:5]=[C:4]([CH2:3][CH2:2][C:6]3[N:7]=[C:8]([NH2:11])[NH:9][CH:10]=3)[N:14]=[N:13]2)[CH:23]=[CH:22][CH:21]=[CH:20][CH:19]=1. The yield is 0.390. (3) The reactants are C(O[C:4](=O)[NH:5][C:6]1[CH:7]=[CH:8][C:9]2[C:15](=[O:16])[CH2:14][CH2:13][S:12][CH2:11][C:10]=2[CH:17]=1)C.C([Li])CCC.[C:24]([O:29][CH2:30][CH:31]1[O:33]C1)(=[O:28])CCC.[Cl-].[NH4+]. The catalyst is C1COCC1. The product is [OH:33][CH2:31][C@@H:30]1[O:29][C:24](=[O:28])[N:5]([C:6]2[CH:7]=[CH:8][C:9]3[C:15](=[O:16])[CH2:14][CH2:13][S:12][CH2:11][C:10]=3[CH:17]=2)[CH2:4]1. The yield is 0.400. (4) The reactants are Cl[CH2:2][CH2:3][CH:4]1[CH2:8][CH2:7][CH:6]=[CH:5]1.[Mg].Cl.[CH3:11][C:12]([CH3:14])=[O:13]. The catalyst is C1COCC1. The product is [CH:4]1([CH2:3][CH2:2][C:12]([CH3:14])([OH:13])[CH3:11])[CH2:8][CH2:7][CH:6]=[CH:5]1. The yield is 0.470. (5) The catalyst is C1COCC1. The product is [CH3:5][N:6]1[CH2:7][CH2:8][CH:9]([O:12][C:13]2[N:18]=[C:17]([NH:19][C:1](=[O:3])[CH3:2])[CH:16]=[CH:15][CH:14]=2)[CH2:10][CH2:11]1. The reactants are [C:1](Cl)(=[O:3])[CH3:2].[CH3:5][N:6]1[CH2:11][CH2:10][CH:9]([O:12][C:13]2[N:18]=[C:17]([NH2:19])[CH:16]=[CH:15][CH:14]=2)[CH2:8][CH2:7]1.C(N(CC)CC)C. The yield is 0.760. (6) The reactants are [CH3:1][O:2][C:3](=[O:16])[CH2:4][C:5]1[CH:10]=[C:9]([O:11][CH3:12])[C:8]([OH:13])=[C:7]([O:14][CH3:15])[CH:6]=1.C(=O)([O-])[O-].[K+].[K+].[I-].[K+]. The catalyst is CC(C)=O.O. The product is [CH3:1][O:2][C:3](=[O:16])[CH2:4][C:5]1[CH:6]=[C:7]([O:14][CH3:15])[C:8]([O:13][CH2:4][C:5]2[CH:10]=[CH:9][CH:8]=[CH:7][CH:6]=2)=[C:9]([O:11][CH3:12])[CH:10]=1. The yield is 0.260.